Dataset: NCI-60 drug combinations with 297,098 pairs across 59 cell lines. Task: Regression. Given two drug SMILES strings and cell line genomic features, predict the synergy score measuring deviation from expected non-interaction effect. (1) Drug 1: CC12CCC(CC1=CCC3C2CCC4(C3CC=C4C5=CN=CC=C5)C)O. Drug 2: CC1=C2C(C(=O)C3(C(CC4C(C3C(C(C2(C)C)(CC1OC(=O)C(C(C5=CC=CC=C5)NC(=O)OC(C)(C)C)O)O)OC(=O)C6=CC=CC=C6)(CO4)OC(=O)C)O)C)O. Cell line: SK-MEL-5. Synergy scores: CSS=44.9, Synergy_ZIP=12.2, Synergy_Bliss=12.2, Synergy_Loewe=-16.6, Synergy_HSA=9.76. (2) Cell line: SF-539. Drug 2: CC(C1=C(C=CC(=C1Cl)F)Cl)OC2=C(N=CC(=C2)C3=CN(N=C3)C4CCNCC4)N. Drug 1: C1=CC(=CC=C1CCC2=CNC3=C2C(=O)NC(=N3)N)C(=O)NC(CCC(=O)O)C(=O)O. Synergy scores: CSS=28.8, Synergy_ZIP=-1.90, Synergy_Bliss=-5.55, Synergy_Loewe=-21.2, Synergy_HSA=-4.84. (3) Drug 1: CC1OCC2C(O1)C(C(C(O2)OC3C4COC(=O)C4C(C5=CC6=C(C=C35)OCO6)C7=CC(=C(C(=C7)OC)O)OC)O)O. Drug 2: CC1=C(N=C(N=C1N)C(CC(=O)N)NCC(C(=O)N)N)C(=O)NC(C(C2=CN=CN2)OC3C(C(C(C(O3)CO)O)O)OC4C(C(C(C(O4)CO)O)OC(=O)N)O)C(=O)NC(C)C(C(C)C(=O)NC(C(C)O)C(=O)NCCC5=NC(=CS5)C6=NC(=CS6)C(=O)NCCC[S+](C)C)O. Cell line: MDA-MB-231. Synergy scores: CSS=21.6, Synergy_ZIP=-9.85, Synergy_Bliss=-4.85, Synergy_Loewe=-0.928, Synergy_HSA=-0.0658. (4) Drug 1: CC(C)(C#N)C1=CC(=CC(=C1)CN2C=NC=N2)C(C)(C)C#N. Drug 2: C1=NC(=NC(=O)N1C2C(C(C(O2)CO)O)O)N. Cell line: BT-549. Synergy scores: CSS=30.3, Synergy_ZIP=-8.11, Synergy_Bliss=-0.656, Synergy_Loewe=-0.686, Synergy_HSA=-0.294. (5) Drug 1: CCN(CC)CCNC(=O)C1=C(NC(=C1C)C=C2C3=C(C=CC(=C3)F)NC2=O)C. Drug 2: CN(C(=O)NC(C=O)C(C(C(CO)O)O)O)N=O. Cell line: M14. Synergy scores: CSS=1.01, Synergy_ZIP=8.34, Synergy_Bliss=18.1, Synergy_Loewe=-64.8, Synergy_HSA=5.08.